Dataset: Reaction yield outcomes from USPTO patents with 853,638 reactions. Task: Predict the reaction yield, written as a fraction of the theoretical maximum amount of product (1.0 means a 100% yield; for example, 0.34 means a 34% yield). The reactants are [F:1][C:2]([F:17])([F:16])[C:3]1[CH:4]=[C:5]([C@H:13](O)[CH3:14])[CH:6]=[C:7]([C:9]([F:12])([F:11])[F:10])[CH:8]=1.P(Br)(Br)[Br:19].Br. No catalyst specified. The product is [Br:19][C@H:13]([C:5]1[CH:4]=[C:3]([C:2]([F:17])([F:16])[F:1])[CH:8]=[C:7]([C:9]([F:12])([F:11])[F:10])[CH:6]=1)[CH3:14]. The yield is 0.910.